Task: Regression. Given a peptide amino acid sequence and an MHC pseudo amino acid sequence, predict their binding affinity value. This is MHC class I binding data.. Dataset: Peptide-MHC class I binding affinity with 185,985 pairs from IEDB/IMGT (1) The peptide sequence is DLTDYLMKIL. The MHC is HLA-A02:01 with pseudo-sequence HLA-A02:01. The binding affinity (normalized) is 0.359. (2) The peptide sequence is RRFVNVVPTF. The MHC is Gogo-B0101 with pseudo-sequence Gogo-B0101. The binding affinity (normalized) is 0.512. (3) The peptide sequence is QRHPNFPSK. The MHC is HLA-A30:01 with pseudo-sequence HLA-A30:01. The binding affinity (normalized) is 0.898. (4) The peptide sequence is DSDGSFFLY. The MHC is HLA-A01:01 with pseudo-sequence HLA-A01:01. The binding affinity (normalized) is 0.702.